Dataset: Reaction yield outcomes from USPTO patents with 853,638 reactions. Task: Predict the reaction yield, written as a fraction of the theoretical maximum amount of product (1.0 means a 100% yield; for example, 0.34 means a 34% yield). The reactants are CC1C=C(C)C=C(C)C=1S([O-])(=O)=O.[NH2:14][N+:15]1[CH:20]=[CH:19][C:18]([C:21]#[N:22])=[CH:17][CH:16]=1.[C:23]([C:25]1[N:30]=[C:29]([O:31][CH3:32])[CH:28]=[CH:27][N:26]=1)#[CH:24].C(=O)([O-])[O-].[K+].[K+]. The catalyst is CN(C=O)C. The product is [CH3:32][O:31][C:29]1[CH:28]=[CH:27][N:26]=[C:25]([C:23]2[CH:24]=[N:14][N:15]3[CH:20]=[CH:19][C:18]([C:21]#[N:22])=[CH:17][C:16]=23)[N:30]=1. The yield is 0.740.